This data is from Retrosynthesis with 50K atom-mapped reactions and 10 reaction types from USPTO. The task is: Predict the reactants needed to synthesize the given product. (1) Given the product N#CCN1CN(c2ccccc2)C2(CCN(C3CCCCCCCCC3)CC2)C1=O, predict the reactants needed to synthesize it. The reactants are: N#CCBr.O=C1NCN(c2ccccc2)C12CCN(C1CCCCCCCCC1)CC2. (2) Given the product CC(=O)NCCC1=CCc2ccc3c(c21)CCO3, predict the reactants needed to synthesize it. The reactants are: CC(=O)Cl.NCCC1=CCc2ccc3c(c21)CCO3. (3) Given the product Cc1cc([C@@H](C)NC(=O)c2ccc3cc(C(F)(F)F)ccc3c2)ncc1NS(C)(=O)=O, predict the reactants needed to synthesize it. The reactants are: Cc1cc([C@@H](C)N)ncc1NS(C)(=O)=O.O=C(O)c1ccc2cc(C(F)(F)F)ccc2c1. (4) Given the product C=C(F)CN(CC=O)C(=O)OCC, predict the reactants needed to synthesize it. The reactants are: C=C(F)CN(CC(OC)OC)C(=O)OCC. (5) Given the product COc1ccc(Cn2c(C(=O)O)c(Nc3ccc(I)cc3F)c3cnccc32)cc1, predict the reactants needed to synthesize it. The reactants are: CCOC(=O)c1c(Nc2ccc(I)cc2F)c2cnccc2n1Cc1ccc(OC)cc1. (6) Given the product Cc1cnc(CNC(=O)c2sc(-n3cnn(Cc4ccc(F)cc4)c3=O)cc2C)cn1, predict the reactants needed to synthesize it. The reactants are: Cc1cc(-n2cnn(Cc3ccc(F)cc3)c2=O)sc1C(=O)O.Cc1cnc(CN)cn1. (7) Given the product O=C1CCN(c2ccnc(Cl)c2)CC1, predict the reactants needed to synthesize it. The reactants are: Clc1cc(N2CCC3(CC2)OCCO3)ccn1. (8) Given the product C=C1C2CCN(CC2)C1Cc1cccnc1, predict the reactants needed to synthesize it. The reactants are: C=P(c1ccccc1)(c1ccccc1)c1ccccc1.O=C1C2CCN(CC2)C1Cc1cccnc1.